This data is from Forward reaction prediction with 1.9M reactions from USPTO patents (1976-2016). The task is: Predict the product of the given reaction. (1) Given the reactants [OH:1][C:2]1[CH:7]=[CH:6][C:5]([C:8]2[CH:9]=[CH:10][C:11]3[O:15][C:14]([C:16]([O:18]C)=[O:17])=[CH:13][C:12]=3[CH:20]=2)=[CH:4][CH:3]=1.Cl[CH2:22][C:23]1[C:24]([C:31]2[C:36]([Cl:37])=[CH:35][CH:34]=[CH:33][C:32]=2[Cl:38])=[N:25][O:26][C:27]=1[CH:28]([CH3:30])[CH3:29].C(=O)([O-])[O-].[K+].[K+].[OH-].[Na+], predict the reaction product. The product is: [Cl:38][C:32]1[CH:33]=[CH:34][CH:35]=[C:36]([Cl:37])[C:31]=1[C:24]1[C:23]([CH2:22][O:1][C:2]2[CH:3]=[CH:4][C:5]([C:8]3[CH:9]=[CH:10][C:11]4[O:15][C:14]([C:16]([OH:18])=[O:17])=[CH:13][C:12]=4[CH:20]=3)=[CH:6][CH:7]=2)=[C:27]([CH:28]([CH3:30])[CH3:29])[O:26][N:25]=1. (2) Given the reactants [F:1][C:2]1[C:11]([F:12])=[CH:10][C:9]2[O:13][CH2:14][CH:15]([CH3:16])[N:7]3[C:8]=2[C:3]=1[C:4](=[O:20])[C:5]([C:17]([OH:19])=[O:18])=[CH:6]3.[B:21](F)([F:23])[F:22], predict the reaction product. The product is: [B:21]([F:23])([F:22])[O:18][C:17]([C:5]1[C:4](=[O:20])[C:3]2[C:8]3=[C:9]([O:13][CH2:14][CH:15]([CH3:16])[N:7]3[CH:6]=1)[CH:10]=[C:11]([F:12])[C:2]=2[F:1])=[O:19].